The task is: Regression. Given a peptide amino acid sequence and an MHC pseudo amino acid sequence, predict their binding affinity value. This is MHC class I binding data.. This data is from Peptide-MHC class I binding affinity with 185,985 pairs from IEDB/IMGT. (1) The peptide sequence is EEVWRDPYL. The MHC is HLA-A30:01 with pseudo-sequence HLA-A30:01. The binding affinity (normalized) is 0.0847. (2) The peptide sequence is VVSEIDLQW. The MHC is HLA-A02:11 with pseudo-sequence HLA-A02:11. The binding affinity (normalized) is 0.0847. (3) The peptide sequence is WAASAETPL. The MHC is HLA-A03:01 with pseudo-sequence HLA-A03:01. The binding affinity (normalized) is 0.0847. (4) The peptide sequence is KLQDLTLRC. The MHC is HLA-B15:01 with pseudo-sequence HLA-B15:01. The binding affinity (normalized) is 0.0847. (5) The peptide sequence is VLFIHPLDA. The MHC is HLA-A02:06 with pseudo-sequence HLA-A02:06. The binding affinity (normalized) is 0.522. (6) The peptide sequence is AMVQVHSQG. The MHC is HLA-A02:01 with pseudo-sequence HLA-A02:01. The binding affinity (normalized) is 0. (7) The peptide sequence is AVTAALHRK. The MHC is HLA-A11:01 with pseudo-sequence HLA-A11:01. The binding affinity (normalized) is 0.757. (8) The peptide sequence is MLTNAISSR. The MHC is HLA-A33:01 with pseudo-sequence HLA-A33:01. The binding affinity (normalized) is 0.494.